Predict the reactants needed to synthesize the given product. From a dataset of Full USPTO retrosynthesis dataset with 1.9M reactions from patents (1976-2016). Given the product [Cl:1][C:2]1[CH:32]=[CH:31][CH:30]=[CH:29][C:3]=1[CH2:4][C:5]1[C:6]([CH:24]=[O:25])=[N:7][N:8]([CH2:37][O:36][CH3:35])[C:9]=1[N:10]1[CH2:15][CH2:14][CH2:13][C@@H:12]([NH:16][C:17](=[O:23])[O:18][C:19]([CH3:22])([CH3:20])[CH3:21])[CH2:11]1, predict the reactants needed to synthesize it. The reactants are: [Cl:1][C:2]1[CH:32]=[CH:31][CH:30]=[CH:29][C:3]=1[CH2:4][C:5]1[C:6]([CH:24](OC)[O:25]C)=[N:7][NH:8][C:9]=1[N:10]1[CH2:15][CH2:14][CH2:13][C@@H:12]([NH:16][C:17](=[O:23])[O:18][C:19]([CH3:22])([CH3:21])[CH3:20])[CH2:11]1.[H-].[Na+].[CH3:35][O:36][CH2:37]Cl.C(=O)([O-])[O-].[Na+].[Na+].